This data is from Full USPTO retrosynthesis dataset with 1.9M reactions from patents (1976-2016). The task is: Predict the reactants needed to synthesize the given product. (1) Given the product [CH3:1][O:2][C:3]1[C:8]([O:9][CH3:10])=[C:7]([O:11][CH3:12])[CH:6]=[C:5]([CH3:13])[C:4]=1[C:14]([C:16]1[C:21]([Cl:22])=[CH:20][N:19]=[C:18]([Cl:23])[C:17]=1[C:24]([F:27])([F:26])[F:25])=[O:15], predict the reactants needed to synthesize it. The reactants are: [CH3:1][O:2][C:3]1[C:8]([O:9][CH3:10])=[C:7]([O:11][CH3:12])[CH:6]=[C:5]([CH3:13])[C:4]=1[CH:14]([C:16]1[C:21]([Cl:22])=[CH:20][N:19]=[C:18]([Cl:23])[C:17]=1[C:24]([F:27])([F:26])[F:25])[OH:15]. (2) Given the product [CH3:1][O:2][C:3]1([C:10]2[CH:38]=[CH:37][C:36]([C:39]([F:42])([F:40])[F:41])=[CH:35][C:11]=2[CH2:12][N:13]([CH2:20][C:21]2[CH:26]=[C:25]([C:27]([F:28])([F:29])[F:30])[CH:24]=[C:23]([C:31]([F:34])([F:33])[F:32])[CH:22]=2)[C:14]2[N:15]=[N:16][N:17]([CH2:19][CH2:56][O:57][Si:58]([C:61]([CH3:64])([CH3:63])[CH3:62])([CH3:60])[CH3:59])[N:18]=2)[CH2:4][CH2:5][CH2:6][CH2:7][CH2:8][CH2:9]1, predict the reactants needed to synthesize it. The reactants are: [CH3:1][O:2][C:3]1([C:10]2[CH:38]=[CH:37][C:36]([C:39]([F:42])([F:41])[F:40])=[CH:35][C:11]=2[CH2:12][N:13]([CH2:20][C:21]2[CH:26]=[C:25]([C:27]([F:30])([F:29])[F:28])[CH:24]=[C:23]([C:31]([F:34])([F:33])[F:32])[CH:22]=2)[C:14]2[N:15]=[N:16][N:17]([CH3:19])[N:18]=2)[CH2:9][CH2:8][CH2:7][CH2:6][CH2:5][CH2:4]1.C(=O)([O-])[O-].[Na+].[Na+].CN(C)C=O.BrC[CH2:56][O:57][Si:58]([C:61]([CH3:64])([CH3:63])[CH3:62])([CH3:60])[CH3:59]. (3) Given the product [C:35]([C:38]1[CH:46]=[CH:45][C:41]([C:42]([N:10]2[CH2:9][C@H:8]([NH:7][C:6](=[O:34])[O:5][C:1]([CH3:4])([CH3:2])[CH3:3])[C:14](=[O:15])[N:13]([CH2:16][C:17]3[C:26]4[C:21](=[CH:22][C:23]([Br:27])=[CH:24][CH:25]=4)[CH:20]=[CH:19][C:18]=3[O:28][CH3:29])[C:12]3[CH:30]=[CH:31][CH:32]=[CH:33][C:11]2=3)=[O:43])=[CH:40][CH:39]=1)(=[O:37])[CH3:36], predict the reactants needed to synthesize it. The reactants are: [C:1]([O:5][C:6](=[O:34])[NH:7][C@@H:8]1[C:14](=[O:15])[N:13]([CH2:16][C:17]2[C:26]3[C:21](=[CH:22][C:23]([Br:27])=[CH:24][CH:25]=3)[CH:20]=[CH:19][C:18]=2[O:28][CH3:29])[C:12]2[CH:30]=[CH:31][CH:32]=[CH:33][C:11]=2[NH:10][CH2:9]1)([CH3:4])([CH3:3])[CH3:2].[C:35]([C:38]1[CH:46]=[CH:45][C:41]([C:42](O)=[O:43])=[CH:40][CH:39]=1)(=[O:37])[CH3:36].O=P(Cl)(Cl)Cl.